Dataset: Catalyst prediction with 721,799 reactions and 888 catalyst types from USPTO. Task: Predict which catalyst facilitates the given reaction. (1) Reactant: [Br:1][C:2]1[CH:8]=[C:7]([OH:9])[C:6]([Br:10])=[CH:5][C:3]=1[OH:4].[OH-].[Na+].[CH2:13](Br)[CH2:14][CH2:15][CH2:16][CH2:17][CH2:18][CH2:19][CH2:20][CH2:21][CH2:22][CH2:23][CH3:24]. Product: [Br:1][C:2]1[CH:8]=[C:7]([O:9][CH2:24][CH2:23][CH2:22][CH2:21][CH2:20][CH2:19][CH2:18][CH2:17][CH2:16][CH2:15][CH2:14][CH3:13])[C:6]([Br:10])=[CH:5][C:3]=1[OH:4]. The catalyst class is: 8. (2) Reactant: Cl.Cl.[C:3](O)(=[O:24])[C:4]1[CH:23]=[CH:22][C:7]([NH:8][CH2:9][C:10]2[N:21]=[C:20]3[C:13]([N:14]=[C:15]([NH:17][C:18]3=[O:19])[NH2:16])=[N:12][CH:11]=2)=[CH:6][CH:5]=1.C(N(CC)CC)C.[NH2:33][C@H:34]([C:59]([O:61][C:62]([CH3:65])([CH3:64])[CH3:63])=[O:60])[CH2:35][CH2:36][C:37](=[O:58])[NH:38][CH2:39][CH2:40][O:41][CH2:42][CH2:43][O:44][CH2:45][CH2:46][O:47][CH2:48][CH2:49][NH:50][C:51](=[O:57])[O:52][C:53]([CH3:56])([CH3:55])[CH3:54]. Product: [NH2:16][C:15]1[N:17]=[C:18]([OH:19])[C:20]2[C:13](=[N:12][CH:11]=[C:10]([CH2:9][NH:8][C:7]3[CH:22]=[CH:23][C:4]([C:3]([NH:33][C@H:34]([C:59]([O:61][C:62]([CH3:65])([CH3:64])[CH3:63])=[O:60])[CH2:35][CH2:36][C:37](=[O:58])[NH:38][CH2:39][CH2:40][O:41][CH2:42][CH2:43][O:44][CH2:45][CH2:46][O:47][CH2:48][CH2:49][NH:50][C:51](=[O:57])[O:52][C:53]([CH3:54])([CH3:55])[CH3:56])=[O:24])=[CH:5][CH:6]=3)[N:21]=2)[N:14]=1. The catalyst class is: 483. (3) Reactant: [Cl:1][C:2]1[CH:8]=[C:7]([Cl:9])[CH:6]=[C:5]([Cl:10])[C:3]=1[NH2:4].C([Li])CCC.[CH3:16][Si:17](Cl)([CH3:19])[CH3:18]. Product: [CH3:16][Si:17]([CH3:19])([CH3:18])[NH:4][C:3]1[C:2]([Cl:1])=[CH:8][C:7]([Cl:9])=[CH:6][C:5]=1[Cl:10]. The catalyst class is: 28. (4) Reactant: [Cl:1][C:2]1[CH:48]=[CH:47][C:5]([CH2:6][N:7]2[C:15]3[C:10](=[CH:11][CH:12]=[CH:13][CH:14]=3)[C:9]([CH:16]([C:18]3[N:19]([CH2:39][O:40][CH2:41][CH2:42][Si:43]([CH3:46])([CH3:45])[CH3:44])[C:20]([S:29]([C:32]4[CH:37]=[CH:36][C:35]([CH3:38])=[CH:34][CH:33]=4)(=[O:31])=[O:30])=[C:21]([C:23]4[CH:28]=[CH:27][CH:26]=[CH:25][N:24]=4)[N:22]=3)[OH:17])=[CH:8]2)=[CH:4][CH:3]=1. Product: [Cl:1][C:2]1[CH:3]=[CH:4][C:5]([CH2:6][N:7]2[C:15]3[C:10](=[CH:11][CH:12]=[CH:13][CH:14]=3)[C:9]([C:16]([C:18]3[N:19]([CH2:39][O:40][CH2:41][CH2:42][Si:43]([CH3:45])([CH3:44])[CH3:46])[C:20]([S:29]([C:32]4[CH:33]=[CH:34][C:35]([CH3:38])=[CH:36][CH:37]=4)(=[O:31])=[O:30])=[C:21]([C:23]4[CH:28]=[CH:27][CH:26]=[CH:25][N:24]=4)[N:22]=3)=[O:17])=[CH:8]2)=[CH:47][CH:48]=1. The catalyst class is: 704. (5) Reactant: C([O:5][C:6]([NH:8][CH2:9][C:10]1[O:14][N:13]=[C:12]([C@@H:15]2[CH2:19][C:18](=[N:20][O:21][CH3:22])[CH2:17][N:16]2[C:23]([C:25]2[CH:30]=[CH:29][C:28]([C:31]3[CH:36]=[CH:35][CH:34]=[CH:33][CH:32]=3)=[CH:27][CH:26]=2)=[O:24])[N:11]=1)=O)(C)(C)C.C(O)(C(F)(F)F)=O.C(Cl)Cl.C(=O)([O-])[O-].[Na+].[Na+].[N:53]1([CH2:59][CH2:60]C(O)=O)[CH2:58][CH2:57][CH2:56][CH2:55][CH2:54]1.C(Cl)CCl. Product: [C:28]1([C:31]2[CH:32]=[CH:33][CH:34]=[CH:35][CH:36]=2)[CH:27]=[CH:26][C:25]([C:23]([N:16]2[CH2:17][C:18](=[N:20][O:21][CH3:22])[CH2:19][C@H:15]2[C:12]2[N:11]=[C:10]([CH2:9][NH:8][C:6](=[O:5])[CH2:60][CH2:59][N:53]3[CH2:58][CH2:57][CH2:56][CH2:55][CH2:54]3)[O:14][N:13]=2)=[O:24])=[CH:30][CH:29]=1. The catalyst class is: 142. (6) Reactant: [C:1]([O:5][C:6]([N:8]([CH3:32])[C@H:9]1[C@@H:13]([O:14][Si:15]([C:18]([CH3:21])([CH3:20])[CH3:19])([CH3:17])[CH3:16])[CH2:12][N:11](C(OCC2C=CC=CC=2)=O)[CH2:10]1)=[O:7])([CH3:4])([CH3:3])[CH3:2]. Product: [Si:15]([O:14][C@H:13]1[CH2:12][NH:11][CH2:10][C@H:9]1[N:8]([CH3:32])[C:6](=[O:7])[O:5][C:1]([CH3:4])([CH3:3])[CH3:2])([C:18]([CH3:21])([CH3:20])[CH3:19])([CH3:16])[CH3:17]. The catalyst class is: 320. (7) Reactant: [Br:1][C:2]1[CH:7]=[CH:6][C:5]([C:8]([NH2:11])([CH3:10])[CH3:9])=[C:4]([F:12])[CH:3]=1.C(N(CC)CC)C.[CH3:20][S:21](Cl)(=[O:23])=[O:22]. Product: [Br:1][C:2]1[CH:7]=[CH:6][C:5]([C:8]([NH:11][S:21]([CH3:20])(=[O:23])=[O:22])([CH3:10])[CH3:9])=[C:4]([F:12])[CH:3]=1. The catalyst class is: 646. (8) Reactant: [Cl:1][C:2]1[CH:3]=[C:4]([NH:9][C:10]([N:12]2[CH2:17][CH2:16][NH:15][CH2:14][CH2:13]2)=[O:11])[CH:5]=[CH:6][C:7]=1[Cl:8].CCN(C(C)C)C(C)C.[C:27]([CH:30]1[CH2:34][CH2:33][N:32]([C:35]([O:37][C:38]([CH3:41])([CH3:40])[CH3:39])=[O:36])[C@@H:31]1C(O)=O)(O)=[O:28].CN(C(ON1N=NC2C=CC=NC1=2)=[N+](C)C)C.F[P-](F)(F)(F)(F)F. Product: [Cl:1][C:2]1[CH:3]=[C:4]([NH:9][C:10]([N:12]2[CH2:17][CH2:16][N:15]([C:27]([CH:30]3[CH2:34][CH2:33][N:32]([C:35]([O:37][C:38]([CH3:41])([CH3:40])[CH3:39])=[O:36])[CH2:31]3)=[O:28])[CH2:14][CH2:13]2)=[O:11])[CH:5]=[CH:6][C:7]=1[Cl:8]. The catalyst class is: 3.